This data is from Forward reaction prediction with 1.9M reactions from USPTO patents (1976-2016). The task is: Predict the product of the given reaction. (1) Given the reactants [Cl:1][C:2]1[CH:14]=[C:13]2[C:5]([CH:6]=[C:7]([OH:15])[C:8]3[S:9][CH:10]=[CH:11][C:12]=32)=[CH:4][CH:3]=1.S1C=CC2C([OH:29])=CC3C(C1=2)=CC=CC=3, predict the reaction product. The product is: [Cl:1][C:2]1[CH:14]=[C:13]2[C:5]([C:6](=[O:29])[C:7](=[O:15])[C:8]3[S:9][CH:10]=[CH:11][C:12]=32)=[CH:4][CH:3]=1. (2) Given the reactants C([O:3][C:4](=[O:18])[CH2:5][C:6]1[C:14]2[C:9](=[CH:10][CH:11]=[CH:12][CH:13]=2)[N:8]([C:15](=[O:17])[NH2:16])[CH:7]=1)C.[OH-].[Na+], predict the reaction product. The product is: [C:15]([N:8]1[C:9]2[C:14](=[CH:13][CH:12]=[CH:11][CH:10]=2)[C:6]([CH2:5][C:4]([OH:18])=[O:3])=[CH:7]1)(=[O:17])[NH2:16]. (3) Given the reactants [CH3:1][N:2]([CH3:14])[CH2:3][CH2:4][CH2:5][CH2:6][O:7][C:8]1[CH:9]=[N:10][CH:11]=[CH:12][CH:13]=1.[O:15]=[C:16]([OH:28])[C@@H:17]([C@H:19]([C@H:21]([C@@H:23]([C:25]([OH:27])=[O:26])[OH:24])[OH:22])[OH:20])[OH:18].O, predict the reaction product. The product is: [O:15]=[C:16]([OH:28])[C@@H:17]([C@H:19]([C@H:21]([C@@H:23]([C:25]([OH:27])=[O:26])[OH:24])[OH:22])[OH:20])[OH:18].[CH3:14][N:2]([CH3:1])[CH2:3][CH2:4][CH2:5][CH2:6][O:7][C:8]1[CH:9]=[N:10][CH:11]=[CH:12][CH:13]=1.[CH3:1][N:2]([CH2:3][CH2:4][CH2:5][CH2:6][O:7][C:8]1[CH:9]=[N:10][CH:11]=[CH:12][CH:13]=1)[CH3:14].